Task: Predict the reactants needed to synthesize the given product.. Dataset: Full USPTO retrosynthesis dataset with 1.9M reactions from patents (1976-2016) (1) Given the product [O:13]=[C:11]1[NH:10][C@H:9]([C:14]2[CH:15]=[N:16][CH:17]=[C:18]([C:20]#[C:21][C:22]3[CH:27]=[CH:26][CH:25]=[CH:24][CH:23]=3)[CH:19]=2)[C@@H:8]([C:4]2[CH:5]=[CH:6][C:7]([C:34]#[N:35])=[CH:2][CH:3]=2)[O:12]1, predict the reactants needed to synthesize it. The reactants are: F[C:2]1[CH:3]=[C:4]([C@H:8]2[O:12][C:11](=[O:13])[NH:10][C@@H:9]2[C:14]2[CH:15]=[N:16][CH:17]=[C:18]([C:20]#[C:21][C:22]3[CH:27]=[CH:26][CH:25]=[CH:24][CH:23]=3)[CH:19]=2)[CH:5]=[CH:6][CH:7]=1.BrCC1C=CC([C:34]#[N:35])=CC=1. (2) Given the product [O:16]=[C:9]([C:10]1[CH:15]=[CH:14][CH:13]=[CH:12][CH:11]=1)[CH2:7][C:6]#[N:8], predict the reactants needed to synthesize it. The reactants are: [Li]CCCC.[C:6](#[N:8])[CH3:7].[C:9](OC)(=[O:16])[C:10]1[CH:15]=[CH:14][CH:13]=[CH:12][CH:11]=1.C(#N)C.C(=O)=O.